Dataset: Peptide-MHC class I binding affinity with 185,985 pairs from IEDB/IMGT. Task: Regression. Given a peptide amino acid sequence and an MHC pseudo amino acid sequence, predict their binding affinity value. This is MHC class I binding data. The peptide sequence is FAMTVPLLI. The MHC is HLA-C05:01 with pseudo-sequence HLA-C05:01. The binding affinity (normalized) is 0.968.